Dataset: Retrosynthesis with 50K atom-mapped reactions and 10 reaction types from USPTO. Task: Predict the reactants needed to synthesize the given product. (1) Given the product CC(C)(C)OC(=O)N1CCN(c2ccc(C3(C(=O)N4CCC5(C4)OC(=O)CC5(C)C)CC3)c(F)c2)CC1, predict the reactants needed to synthesize it. The reactants are: CC(C)(C)OC(=O)N1CCN(c2ccc(C3(C(=O)O)CC3)c(F)c2)CC1.CC1(C)CC(=O)OC12CCNC2. (2) Given the product CCCCOc1nc(N)c2nc(OC)n(CCC3CCCN(C(=O)OCc4ccccc4)C3)c2n1, predict the reactants needed to synthesize it. The reactants are: CCCCOc1nc(N)c2nc(OC)n(CCC3CCCCN3C(=O)OCc3ccccc3)c2n1. (3) Given the product C(#Cc1ccccc1)c1ccccc1, predict the reactants needed to synthesize it. The reactants are: Brc1ccccc1.C#Cc1ccccc1. (4) Given the product CCC(NC(=O)Cc1ccccc1F)C(=O)OCC(C)C, predict the reactants needed to synthesize it. The reactants are: CCC(N)C(=O)OCC(C)C.O=C(O)Cc1ccccc1F. (5) Given the product C#CCOC(C(=O)Nc1cnccc1-c1ccc(OC)c(OC)c1)c1ccc(Cl)cc1, predict the reactants needed to synthesize it. The reactants are: C#CCOC(C(=O)Cl)c1ccc(Cl)cc1.COc1ccc(-c2ccncc2N)cc1OC. (6) The reactants are: C1COCCN1.O=[N+]([O-])c1ccc(F)cc1O. Given the product O=[N+]([O-])c1ccc(N2CCOCC2)cc1O, predict the reactants needed to synthesize it. (7) The reactants are: Cc1nn(C)c(C)c1S(=O)(=O)Cl.c1ccc(OC2CCNCC2)cc1. Given the product Cc1nn(C)c(C)c1S(=O)(=O)N1CCC(Oc2ccccc2)CC1, predict the reactants needed to synthesize it. (8) Given the product Clc1ccc(-c2ccc(C#Cc3cnc4c(c3)ncn4CCN3CCCC3)nc2)cc1, predict the reactants needed to synthesize it. The reactants are: C#Cc1ccc(-c2ccc(Cl)cc2)cn1.Ic1cnc2c(c1)ncn2CCN1CCCC1. (9) Given the product CC(C)Oc1nc(Cl)ccc1[N+](=O)[O-], predict the reactants needed to synthesize it. The reactants are: CC(C)I.O=[N+]([O-])c1ccc(Cl)nc1O. (10) Given the product COc1ccc(C=C2CCCCC2=O)cc1, predict the reactants needed to synthesize it. The reactants are: COc1ccc(C=O)cc1.O=C1CCCCC1.